This data is from Peptide-MHC class I binding affinity with 185,985 pairs from IEDB/IMGT. The task is: Regression. Given a peptide amino acid sequence and an MHC pseudo amino acid sequence, predict their binding affinity value. This is MHC class I binding data. (1) The peptide sequence is CLLSHTLAY. The MHC is HLA-A01:01 with pseudo-sequence HLA-A01:01. The binding affinity (normalized) is 0.356. (2) The peptide sequence is PAPQQGQL. The binding affinity (normalized) is 0. The MHC is Mamu-A01 with pseudo-sequence Mamu-A01. (3) The peptide sequence is AMDTHLYFE. The MHC is HLA-B15:01 with pseudo-sequence HLA-B15:01. The binding affinity (normalized) is 0.0847. (4) The peptide sequence is HIIIVALTI. The MHC is HLA-A32:01 with pseudo-sequence HLA-A32:01. The binding affinity (normalized) is 0.596. (5) The peptide sequence is DISSFYWSL. The MHC is HLA-A02:01 with pseudo-sequence HLA-A02:01. The binding affinity (normalized) is 0.164. (6) The peptide sequence is FMRFFTLGSI. The MHC is HLA-A68:02 with pseudo-sequence HLA-A68:02. The binding affinity (normalized) is 0.444. (7) The peptide sequence is KYAGESFPGI. The MHC is HLA-A24:02 with pseudo-sequence HLA-A24:02. The binding affinity (normalized) is 0.378. (8) The peptide sequence is MTFPVSLEY. The MHC is HLA-B83:01 with pseudo-sequence HLA-B83:01. The binding affinity (normalized) is 0.246.